This data is from Reaction yield outcomes from USPTO patents with 853,638 reactions. The task is: Predict the reaction yield, written as a fraction of the theoretical maximum amount of product (1.0 means a 100% yield; for example, 0.34 means a 34% yield). (1) The reactants are Cl[C:2](Cl)([O:4]C(=O)OC(Cl)(Cl)Cl)Cl.[F:13][C:14]([F:35])([F:34])[C:15]1[CH:16]=[C:17]([C:21]2[CH:22]=[CH:23][C:24]3[N:31]4[CH2:32][C@H:27]([CH2:28][CH2:29][CH2:30]4)[NH:26][C:25]=3[N:33]=2)[CH:18]=[CH:19][CH:20]=1.C(N(CC)C(C)C)(C)C.[C:45]([O:49][C:50](=[O:66])[NH:51][CH2:52][CH2:53][N:54]1[CH:58]=[C:57]([C:59]2[CH:64]=[CH:63][CH:62]=[C:61]([NH2:65])[CH:60]=2)[N:56]=[N:55]1)([CH3:48])([CH3:47])[CH3:46]. The catalyst is ClCCl. The product is [C:45]([O:49][C:50](=[O:66])[NH:51][CH2:52][CH2:53][N:54]1[CH:58]=[C:57]([C:59]2[CH:64]=[CH:63][CH:62]=[C:61]([NH:65][C:2]([N:26]3[C@@H:27]4[CH2:32][N:31]([CH2:30][CH2:29][CH2:28]4)[C:24]4[CH:23]=[CH:22][C:21]([C:17]5[CH:18]=[CH:19][CH:20]=[C:15]([C:14]([F:34])([F:13])[F:35])[CH:16]=5)=[N:33][C:25]3=4)=[O:4])[CH:60]=2)[N:56]=[N:55]1)([CH3:48])([CH3:46])[CH3:47]. The yield is 0.150. (2) The yield is 0.740. The product is [CH2:1]([O:5][C:6]1[CH:11]=[CH:10][C:9]([C:12]2([CH3:22])[NH:17][C:16](=[O:18])[C:15]([C:19]#[N:20])=[C:14]([Cl:25])[CH2:13]2)=[CH:8][CH:7]=1)[CH2:2][CH2:3][CH3:4]. No catalyst specified. The reactants are [CH2:1]([O:5][C:6]1[CH:11]=[CH:10][C:9]([C:12]2([CH3:22])[NH:17][C:16](=[O:18])[C:15]([C:19]#[N:20])=[C:14](O)[CH2:13]2)=[CH:8][CH:7]=1)[CH2:2][CH2:3][CH3:4].O=P(Cl)(Cl)[Cl:25].CCN(C(C)C)C(C)C. (3) The reactants are [H-].[Na+].[N:3]1[CH:8]=[CH:7][C:6]([C:9]2[N:13]3[CH2:14][CH2:15][CH2:16][NH:17][C:12]3=[N:11][N:10]=2)=[CH:5][CH:4]=1.Cl[CH:19]([C:21]1[N:25]=[C:24]([C:26]2[CH:31]=[CH:30][CH:29]=[C:28]([Cl:32])[CH:27]=2)[O:23][N:22]=1)[CH3:20].[NH4+].[Cl-]. The catalyst is CN(C=O)C.O. The product is [Cl:32][C:28]1[CH:27]=[C:26]([C:24]2[O:23][N:22]=[C:21]([C@@H:19]([N:17]3[CH2:16][CH2:15][CH2:14][N:13]4[C:9]([C:6]5[CH:7]=[CH:8][N:3]=[CH:4][CH:5]=5)=[N:10][N:11]=[C:12]34)[CH3:20])[N:25]=2)[CH:31]=[CH:30][CH:29]=1. The yield is 0.220.